Dataset: M1 muscarinic receptor agonist screen with 61,833 compounds. Task: Binary Classification. Given a drug SMILES string, predict its activity (active/inactive) in a high-throughput screening assay against a specified biological target. (1) The compound is o1c(c2nc(N3CCCCC3)nc(n2)N)ccc1. The result is 0 (inactive). (2) The result is 0 (inactive). The compound is s1c2cc(n(c2cc1)C)C(=O)N(C1CCCC1)CC(=O)NCc1ccc(OC)cc1.